From a dataset of Full USPTO retrosynthesis dataset with 1.9M reactions from patents (1976-2016). Predict the reactants needed to synthesize the given product. Given the product [CH2:18]([NH:25][CH:3]1[CH2:4][CH:5]2[CH2:6][N:7]([C:10]([O:12][C:13]([CH3:16])([CH3:15])[CH3:14])=[O:11])[CH2:8][CH:9]2[CH:2]1[CH3:1])[C:19]1[CH:24]=[CH:23][CH:22]=[CH:21][CH:20]=1, predict the reactants needed to synthesize it. The reactants are: [CH3:1][CH:2]1[CH:9]2[CH:5]([CH2:6][N:7]([C:10]([O:12][C:13]([CH3:16])([CH3:15])[CH3:14])=[O:11])[CH2:8]2)[CH2:4][C:3]1=O.[CH2:18]([NH2:25])[C:19]1[CH:24]=[CH:23][CH:22]=[CH:21][CH:20]=1.S([O-])([O-])(=O)=O.[Mg+2].C(O[BH-](OC(=O)C)OC(=O)C)(=O)C.[Na+].